This data is from Catalyst prediction with 721,799 reactions and 888 catalyst types from USPTO. The task is: Predict which catalyst facilitates the given reaction. (1) Reactant: Br[CH2:2][C:3]([C:5]1[CH:10]=[CH:9][C:8]([NH:11][C:12](=[O:14])[CH3:13])=[CH:7][C:6]=1[F:15])=[O:4].[CH3:16][C:17]1[NH:21][C:20](=[O:22])[C:19]([C:26]2[CH:31]=[CH:30][CH:29]=[CH:28][CH:27]=2)([CH2:23][CH2:24][CH3:25])[N:18]=1.C(=O)([O-])[O-].[K+].CC(C)=O.[K+].C1CCCCC1.C(OCC)(=O)C. Product: [F:15][C:6]1[CH:7]=[C:8]([NH:11][C:12](=[O:14])[CH3:13])[CH:9]=[CH:10][C:5]=1[C:3](=[O:4])[CH2:2][N:21]1[C:20](=[O:22])[C:19]([C:26]2[CH:31]=[CH:30][CH:29]=[CH:28][CH:27]=2)([CH2:23][CH2:24][CH3:25])[N:18]=[C:17]1[CH3:16]. The catalyst class is: 13. (2) Reactant: C(OC([N:8]1[CH2:13][CH2:12][CH:11]([O:14][C:15]2[N:16]=[N:17][C:18]([CH:34]3[CH2:37][CH2:36][CH2:35]3)=[C:19]([C:21]3[CH:26]=[CH:25][C:24]([O:27][CH:28]4[CH2:33][CH2:32][CH2:31][CH2:30][CH2:29]4)=[CH:23][CH:22]=3)[CH:20]=2)[CH2:10][CH2:9]1)=O)(C)(C)C.[ClH:38]. Product: [ClH:38].[ClH:38].[CH:34]1([C:18]2[N:17]=[N:16][C:15]([O:14][CH:11]3[CH2:10][CH2:9][NH:8][CH2:13][CH2:12]3)=[CH:20][C:19]=2[C:21]2[CH:22]=[CH:23][C:24]([O:27][CH:28]3[CH2:29][CH2:30][CH2:31][CH2:32][CH2:33]3)=[CH:25][CH:26]=2)[CH2:37][CH2:36][CH2:35]1. The catalyst class is: 135.